This data is from Full USPTO retrosynthesis dataset with 1.9M reactions from patents (1976-2016). The task is: Predict the reactants needed to synthesize the given product. (1) The reactants are: C(Cl)(=O)C([Cl:4])=O.CN(C)C=O.[C:12]([C:14]1[CH:15]=[CH:16][C:17]([C:20]([OH:22])=O)=[N:18][CH:19]=1)#[N:13].[NH2:23][C:24]1[CH:25]=[CH:26][C:27]([F:41])=[C:28]([C@:30]23[CH2:38][O:37][CH2:36][C@@:35]2([F:39])[CH2:34][S:33][C:32]([NH2:40])=[N:31]3)[CH:29]=1. Given the product [ClH:4].[NH2:40][C:32]1[S:33][CH2:34][C@:35]2([F:39])[CH2:36][O:37][CH2:38][C@:30]2([C:28]2[CH:29]=[C:24]([NH:23][C:20]([C:17]3[CH:16]=[CH:15][C:14]([C:12]#[N:13])=[CH:19][N:18]=3)=[O:22])[CH:25]=[CH:26][C:27]=2[F:41])[N:31]=1, predict the reactants needed to synthesize it. (2) Given the product [Cl:1][C:2]1[CH:7]=[CH:6][C:5]([S:8][CH:9]([C:13]2[CH:14]=[CH:15][C:16]([Cl:19])=[CH:17][CH:18]=2)[C:10]([O:12][CH3:20])=[O:11])=[CH:4][CH:3]=1, predict the reactants needed to synthesize it. The reactants are: [Cl:1][C:2]1[CH:7]=[CH:6][C:5]([S:8][CH:9]([C:13]2[CH:18]=[CH:17][C:16]([Cl:19])=[CH:15][CH:14]=2)[C:10]([OH:12])=[O:11])=[CH:4][CH:3]=1.[CH3:20][Si](C=[N+]=[N-])(C)C.